From a dataset of Forward reaction prediction with 1.9M reactions from USPTO patents (1976-2016). Predict the product of the given reaction. (1) Given the reactants [N:1]1[N:5]2[CH:6]=[CH:7][CH:8]=[CH:9][C:4]2=[CH:3][CH:2]=1.[N+:10]([O-])([O-:12])=[O:11].[NH4+].[OH-].[Na+].C(=O)(O)[O-].[Na+], predict the reaction product. The product is: [N+:10]([C:3]1[CH:2]=[N:1][N:5]2[CH:6]=[CH:7][CH:8]=[CH:9][C:4]=12)([O-:12])=[O:11]. (2) Given the reactants [CH2:1]([N:3]1[C:11]2[C:6](=[CH:7][CH:8]=[C:9]([NH:12][C:13](=[O:26])[C:14]3[CH:19]=[CH:18][C:17]([N:20]4[CH2:25][CH2:24][NH:23][CH2:22][CH2:21]4)=[N:16][CH:15]=3)[CH:10]=2)[CH:5]=[CH:4]1)[CH3:2].Br[C:28]1[CH:36]=[CH:35][C:31]([C:32]([OH:34])=[O:33])=[CH:30][C:29]=1[Cl:37].C(C1C=C(NC(C2C=CC(N3CCN(C4C=CC(C(O)=O)=CC=4)CC3)=C(F)C=2)=O)C=CC=1)(C)(C)C, predict the reaction product. The product is: [Cl:37][C:29]1[CH:30]=[C:31]([CH:35]=[CH:36][C:28]=1[N:23]1[CH2:24][CH2:25][N:20]([C:17]2[CH:18]=[CH:19][C:14]([C:13](=[O:26])[NH:12][C:9]3[CH:10]=[C:11]4[C:6]([CH:5]=[CH:4][N:3]4[CH2:1][CH3:2])=[CH:7][CH:8]=3)=[CH:15][N:16]=2)[CH2:21][CH2:22]1)[C:32]([OH:34])=[O:33]. (3) Given the reactants Br[C:2]1[C:11]2[C:6](=[CH:7][CH:8]=[CH:9][CH:10]=2)[CH:5]=[N:4][CH:3]=1.[C:12]([O:16][CH3:17])(=[O:15])[CH:13]=[CH2:14].C1(C)C=CC=CC=1P(C1C=CC=CC=1C)C1C=CC=CC=1C.C(N(CC)CC)C.[K+].[Br-], predict the reaction product. The product is: [CH3:17][O:16][C:12](=[O:15])[CH:13]=[CH:14][C:2]1[C:11]2[C:6](=[CH:7][CH:8]=[CH:9][CH:10]=2)[CH:5]=[N:4][CH:3]=1. (4) Given the reactants [NH2:1][CH:2]1[CH2:7][CH2:6][O:5][CH2:4][CH2:3]1.[Cl:8][CH2:9][CH2:10][N:11]=[C:12]=[O:13].C1(C)C=CC=CC=1, predict the reaction product. The product is: [Cl:8][CH2:9][CH2:10][NH:11][C:12]([NH:1][CH:2]1[CH2:7][CH2:6][O:5][CH2:4][CH2:3]1)=[O:13]. (5) The product is: [NH2:8][CH2:9][CH2:10][CH:11]1[CH2:16][CH2:15][CH2:14][N:13]([C:17]([NH2:19])=[O:18])[CH2:12]1. Given the reactants C(OC([NH:8][CH2:9][CH2:10][CH:11]1[CH2:16][CH2:15][CH2:14][N:13]([C:17]([NH2:19])=[O:18])[CH2:12]1)=O)(C)(C)C.S(=O)(=O)(O)O, predict the reaction product. (6) The product is: [CH2:1]([O:3][C:4]1[CH:5]=[C:6]([C:7]2[O:9][N:19]=[C:18]([C:20]3[CH:21]=[C:22]4[C:26](=[CH:27][CH:28]=3)[NH:25][CH:24]=[CH:23]4)[N:17]=2)[CH:10]=[CH:11][C:12]=1[O:13][CH2:14][CH3:15])[CH3:2]. Given the reactants [CH2:1]([O:3][C:4]1[CH:5]=[C:6]([CH:10]=[CH:11][C:12]=1[O:13][CH2:14][CH3:15])[C:7]([OH:9])=O)[CH3:2].O[NH:17][C:18]([C:20]1[CH:21]=[C:22]2[C:26](=[CH:27][CH:28]=1)[NH:25][CH:24]=[CH:23]2)=[NH:19].C1CN([P+](Br)(N2CCCC2)N2CCCC2)CC1.F[P-](F)(F)(F)(F)F.CCN(C(C)C)C(C)C.CCCC[N+](CCCC)(CCCC)CCCC.[F-], predict the reaction product. (7) Given the reactants [N+](C1C=CC(C2[S:14]C(CCNC(=O)OC(C)(C)C)=NC=2)=CC=1)([O-])=O.[CH3:25][C:26]([NH:43][C:44](=[O:50])[O:45][C:46]([CH3:49])([CH3:48])[CH3:47])([CH3:42])[C:27]([NH:29][CH2:30][C:31]([C:33]1[CH:38]=[CH:37][C:36]([N+:39]([O-:41])=[O:40])=[CH:35][CH:34]=1)=O)=O.COC1C=CC(P2(SP(C3C=CC(OC)=CC=3)(=S)S2)=S)=CC=1, predict the reaction product. The product is: [N+:39]([C:36]1[CH:37]=[CH:38][C:33]([C:31]2[S:14][C:27]([C:26]([NH:43][C:44](=[O:50])[O:45][C:46]([CH3:49])([CH3:48])[CH3:47])([CH3:42])[CH3:25])=[N:29][CH:30]=2)=[CH:34][CH:35]=1)([O-:41])=[O:40]. (8) Given the reactants [OH:1][C:2]1[CH:10]=[CH:9][C:5]([C:6]([OH:8])=[O:7])=[CH:4][CH:3]=1.N1C=CN=C1.[Si:16](Cl)([C:19]([CH3:22])([CH3:21])[CH3:20])([CH3:18])[CH3:17], predict the reaction product. The product is: [Si:16]([O:1][C:2]1[CH:10]=[CH:9][C:5]([C:6]([OH:8])=[O:7])=[CH:4][CH:3]=1)([C:19]([CH3:22])([CH3:21])[CH3:20])([CH3:18])[CH3:17].